From a dataset of Reaction yield outcomes from USPTO patents with 853,638 reactions. Predict the reaction yield, written as a fraction of the theoretical maximum amount of product (1.0 means a 100% yield; for example, 0.34 means a 34% yield). (1) The reactants are [N+:1]([C:4]1[CH:9]=[CH:8][CH:7]=[CH:6][C:5]=1[OH:10])([O-:3])=[O:2].[OH-].[Na+].O.[Br:14][CH2:15][CH2:16]Br. No catalyst specified. The product is [Br:14][CH2:15][CH2:16][O:10][C:5]1[CH:6]=[CH:7][CH:8]=[CH:9][C:4]=1[N+:1]([O-:3])=[O:2]. The yield is 0.630. (2) The reactants are [NH2:1][N:2]1[CH2:7][CH2:6][CH2:5][CH2:4][CH2:3]1.[C:8]([O:12][CH3:13])(=[O:11])[CH:9]=[CH2:10]. The catalyst is CO. The product is [CH3:13][O:12][C:8](=[O:11])[CH2:9][CH2:10][NH:1][N:2]1[CH2:7][CH2:6][CH2:5][CH2:4][CH2:3]1. The yield is 0.430. (3) The reactants are CC1(C)C(C)(C)OB([C:9]2[CH:14]=[CH:13][N:12]=[C:11]([N:15]3[CH2:20][CH2:19][O:18][CH2:17][CH2:16]3)[CH:10]=2)O1.Br[C:23]1[CH:24]=[C:25]([NH2:31])[CH:26]=[N:27][C:28]=1[O:29][CH3:30].C(=O)([O-])[O-].[Na+].[Na+]. The catalyst is COCCOC.C1C=CC(P(C2C=CC=CC=2)[C-]2C=CC=C2)=CC=1.C1C=CC(P(C2C=CC=CC=2)[C-]2C=CC=C2)=CC=1.Cl[Pd]Cl.[Fe+2]. The product is [CH3:30][O:29][C:28]1[C:23]([C:9]2[CH:14]=[CH:13][N:12]=[C:11]([N:15]3[CH2:16][CH2:17][O:18][CH2:19][CH2:20]3)[CH:10]=2)=[CH:24][C:25]([NH2:31])=[CH:26][N:27]=1. The yield is 0.640. (4) The reactants are [CH3:1][C:2]1[CH:7]=[CH:6][C:5]([CH2:8][N:9]([CH:22]2[CH2:27][CH2:26][N:25]([CH2:28][C:29]3[CH:34]=[CH:33][CH:32]=[CH:31][CH:30]=3)[CH2:24][CH2:23]2)[C:10](=O)[CH2:11][CH2:12][C:13]2[CH:18]=[CH:17][C:16]([O:19][CH3:20])=[CH:15][CH:14]=2)=[CH:4][CH:3]=1.COC1C=CC(P2(SP(C3C=CC(OC)=CC=3)(=S)S2)=[S:44])=CC=1. The catalyst is CO. The product is [CH3:1][C:2]1[CH:7]=[CH:6][C:5]([CH2:8][N:9]([CH:22]2[CH2:27][CH2:26][N:25]([CH2:28][C:29]3[CH:34]=[CH:33][CH:32]=[CH:31][CH:30]=3)[CH2:24][CH2:23]2)[C:10](=[S:44])[CH2:11][CH2:12][C:13]2[CH:18]=[CH:17][C:16]([O:19][CH3:20])=[CH:15][CH:14]=2)=[CH:4][CH:3]=1. The yield is 0.970. (5) The product is [F:16][C:17]1[CH:18]=[CH:19][C:20]([CH2:23][NH:24][C:9](=[O:10])[O:11][C:12]([CH3:13])([CH3:14])[CH3:15])=[N:21][CH:22]=1. The catalyst is C(Cl)Cl. The yield is 0.830. The reactants are [CH3:13][C:12]([O:11][C:9](O[C:9]([O:11][C:12]([CH3:15])([CH3:14])[CH3:13])=[O:10])=[O:10])([CH3:15])[CH3:14].[F:16][C:17]1[CH:18]=[CH:19][C:20]([CH2:23][NH2:24])=[N:21][CH:22]=1. (6) The reactants are C(N1CC[CH:7]([O:10][C:11]2[CH:16]=[CH:15][C:14]([C:17]3([CH2:23][NH:24][CH3:25])[CH2:22][CH2:21][O:20][CH2:19][CH2:18]3)=[CH:13][CH:12]=2)CC1)(C)C.[CH2:26]([N:28]([CH2:31][CH3:32])[CH2:29][CH3:30])[CH3:27].[C:33](OC(=O)C)(=[O:35])[CH3:34].O.Cl[CH2:42]Cl. No catalyst specified. The product is [CH:26]([N:28]1[CH2:31][CH2:32][CH:7]([O:10][C:11]2[CH:12]=[CH:13][C:14]([C:17]3([CH2:23][N:24]([CH3:25])[C:33](=[O:35])[CH3:34])[CH2:18][CH2:19][O:20][CH2:21][CH2:22]3)=[CH:15][CH:16]=2)[CH2:30][CH2:29]1)([CH3:42])[CH3:27]. The yield is 0.830.